This data is from Forward reaction prediction with 1.9M reactions from USPTO patents (1976-2016). The task is: Predict the product of the given reaction. (1) Given the reactants [CH3:1][C:2]1[NH:3][C:4](=[O:9])[CH:5]=[C:6]([CH3:8])[N:7]=1.Br[CH2:11][CH2:12][O:13][C:14]1[CH:21]=[CH:20][C:17]([CH:18]=[O:19])=[CH:16][CH:15]=1.C([O-])([O-])=O.[K+].[K+], predict the reaction product. The product is: [CH3:1][C:2]1[N:3]([CH2:11][CH2:12][O:13][C:14]2[CH:21]=[CH:20][C:17]([CH:18]=[O:19])=[CH:16][CH:15]=2)[C:4](=[O:9])[CH:5]=[C:6]([CH3:8])[N:7]=1. (2) Given the reactants [N:1]1([C:6]2[CH:13]=[CH:12][C:9]([CH:10]=O)=[CH:8][C:7]=2[C:14]2[S:15][CH:16]=[CH:17][CH:18]=2)[CH2:5][CH2:4][CH2:3][CH2:2]1.[C:19]([C:22]1[CH:30]=[CH:29][C:25]([C:26]([OH:28])=[O:27])=[CH:24][CH:23]=1)(=[O:21])[CH3:20].[OH-].[Na+], predict the reaction product. The product is: [N:1]1([C:6]2[CH:13]=[CH:12][C:9](/[CH:10]=[CH:20]/[C:19]([C:22]3[CH:30]=[CH:29][C:25]([C:26]([OH:28])=[O:27])=[CH:24][CH:23]=3)=[O:21])=[CH:8][C:7]=2[C:14]2[S:15][CH:16]=[CH:17][CH:18]=2)[CH2:5][CH2:4][CH2:3][CH2:2]1. (3) The product is: [C:54]([O:58][C:59]([NH:61][CH2:62][CH2:63][O:50][C:44]1[CH:43]=[C:42]2[C:47]([C:38]([NH:37][C:36]3[CH:51]=[CH:52][C:33]([Cl:32])=[CH:34][C:35]=3[F:53])=[N:39][CH:40]=[N:41]2)=[CH:46][C:45]=1[O:48][CH3:49])=[O:60])([CH3:57])([CH3:56])[CH3:55]. Given the reactants N(C(OCC)=O)=NC(OCC)=O.C1(P(C2C=CC=CC=2)C2C=CC=CC=2)C=CC=CC=1.[Cl:32][C:33]1[CH:52]=[CH:51][C:36]([NH:37][C:38]2[C:47]3[C:42](=[CH:43][C:44]([OH:50])=[C:45]([O:48][CH3:49])[CH:46]=3)[N:41]=[CH:40][N:39]=2)=[C:35]([F:53])[CH:34]=1.[C:54]([O:58][C:59]([NH:61][CH2:62][CH2:63]O)=[O:60])([CH3:57])([CH3:56])[CH3:55], predict the reaction product. (4) Given the reactants [C:1]([O:7][CH2:8][N:9]1[C:13]2[N:14]=[CH:15][N:16]=[C:17]([N:18]3[C:26]4[C:21](=[CH:22][CH:23]=[C:24]([C:27]5[CH:32]=[CH:31][CH:30]=[C:29]([N+:33]([O-])=O)[CH:28]=5)[CH:25]=4)[CH:20]=[CH:19]3)[C:12]=2[CH:11]=[CH:10]1)(=[O:6])[C:2]([CH3:5])([CH3:4])[CH3:3].O.O.[Sn](Cl)Cl.O.N.C(=O)([O-])[O-].[Na+].[Na+], predict the reaction product. The product is: [C:1]([O:7][CH2:8][N:9]1[C:13]2[N:14]=[CH:15][N:16]=[C:17]([N:18]3[C:26]4[C:21](=[CH:22][CH:23]=[C:24]([C:27]5[CH:32]=[CH:31][CH:30]=[C:29]([NH2:33])[CH:28]=5)[CH:25]=4)[CH:20]=[CH:19]3)[C:12]=2[CH:11]=[CH:10]1)(=[O:6])[C:2]([CH3:5])([CH3:4])[CH3:3]. (5) Given the reactants [H-].[Na+].[F:3][C:4]([F:13])([F:12])/[CH:5]=[CH:6]/[C:7]([O:9]CC)=[O:8].CC1C=CC(S([CH2:24][N+:25]#[C-:26])(=O)=O)=CC=1.[CH3:27]I, predict the reaction product. The product is: [CH3:24][N:25]1[CH:26]=[C:5]([C:4]([F:13])([F:12])[F:3])[C:6]([C:7]([OH:9])=[O:8])=[CH:27]1. (6) Given the reactants N(C(OC(C)(C)C)=O)=NC(OC(C)(C)C)=O.[CH3:17][C:18]([O:21][C:22]([N:24]1[CH2:31][C:30]2[O:29][C:28]([CH2:32][OH:33])=[N:27][C:26]=2[CH2:25]1)=[O:23])([CH3:20])[CH3:19].[C:34]1(O)[CH:39]=[CH:38][CH:37]=[CH:36][CH:35]=1.C1(P(C2C=CC=CC=2)C2C=CC=CC=2)C=CC=CC=1, predict the reaction product. The product is: [CH3:20][C:18]([O:21][C:22]([N:24]1[CH2:31][C:30]2[O:29][C:28]([CH2:32][O:33][C:34]3[CH:39]=[CH:38][CH:37]=[CH:36][CH:35]=3)=[N:27][C:26]=2[CH2:25]1)=[O:23])([CH3:17])[CH3:19]. (7) Given the reactants [C:1]([OH:7])(=[O:6])[CH2:2][CH2:3][C:4]#[CH:5].[Cl:8][C:9]1[CH:14]=[CH:13][CH:12]=[CH:11][C:10]=1O, predict the reaction product. The product is: [C:1]([O:7][C:10]1[CH:11]=[CH:12][CH:13]=[CH:14][C:9]=1[Cl:8])(=[O:6])[CH2:2][CH2:3][C:4]#[CH:5]. (8) Given the reactants [S:1]1[CH:5]=[CH:4][CH:3]=[C:2]1[C:6]1[CH2:11][CH2:10][NH:9][CH2:8][CH:7]=1.Cl[CH2:13][CH2:14][C:15]1[CH:16]=[C:17]2[C:22](=[CH:23][CH:24]=1)[NH:21][C:20](=[O:25])[CH2:19][CH2:18]2.C(=O)([O-])[O-].[K+].[K+].C(=O)([O-])O.[Na+], predict the reaction product. The product is: [S:1]1[CH:5]=[CH:4][CH:3]=[C:2]1[C:6]1[CH2:11][CH2:10][N:9]([CH2:13][CH2:14][C:15]2[CH:16]=[C:17]3[C:22](=[CH:23][CH:24]=2)[NH:21][C:20](=[O:25])[CH2:19][CH2:18]3)[CH2:8][CH:7]=1. (9) Given the reactants [NH2:1][C:2]1[CH:12]=[C:11](Cl)[C:10]([C:14]([F:17])([F:16])[F:15])=[CH:9][C:3]=1[C:4]([O:6][CH2:7][CH3:8])=[O:5].[CH:18]([B-](F)(F)F)=[CH2:19].[K+].C(=O)([O-])[O-].[K+].[K+].C(OCC)(=O)C, predict the reaction product. The product is: [NH2:1][C:2]1[CH:12]=[C:11]([CH:18]=[CH2:19])[C:10]([C:14]([F:17])([F:16])[F:15])=[CH:9][C:3]=1[C:4]([O:6][CH2:7][CH3:8])=[O:5]. (10) The product is: [C:1]1([C:32]2[CH:37]=[CH:36][CH:35]=[CH:34][CH:33]=2)[CH:6]=[CH:5][C:4]([CH2:7][CH2:8][CH:9]([OH:31])[CH:10]([CH2:18][CH2:19][N:20]2[C:21](=[O:30])[C:22]3[C:27](=[CH:26][CH:25]=[CH:24][CH:23]=3)[CH:28]2[OH:29])[C:11]([O:13][C:14]([CH3:15])([CH3:17])[CH3:16])=[O:12])=[CH:3][CH:2]=1. Given the reactants [C:1]1([C:32]2[CH:37]=[CH:36][CH:35]=[CH:34][CH:33]=2)[CH:6]=[CH:5][C:4]([CH2:7][CH2:8][C:9](=[O:31])[CH:10]([CH2:18][CH2:19][N:20]2[C:28](=[O:29])[C:27]3[C:22](=[CH:23][CH:24]=[CH:25][CH:26]=3)[C:21]2=[O:30])[C:11]([O:13][C:14]([CH3:17])([CH3:16])[CH3:15])=[O:12])=[CH:3][CH:2]=1.C1COCC1.[BH4-].[Na+], predict the reaction product.